This data is from Forward reaction prediction with 1.9M reactions from USPTO patents (1976-2016). The task is: Predict the product of the given reaction. (1) Given the reactants [Cl:1][C:2]1[CH:3]=[CH:4][C:5]2[S:9][C:8]([CH2:10][O:11][C:12]3[C:13]([F:23])=[C:14]([C:19](=[N:21]O)[NH2:20])[C:15]([F:18])=[CH:16][CH:17]=3)=[N:7][C:6]=2[CH:24]=1.C([O-])=O.[NH4+], predict the reaction product. The product is: [Cl:1][C:2]1[CH:3]=[CH:4][C:5]2[S:9][C:8]([CH2:10][O:11][C:12]3[C:13]([F:23])=[C:14]([C:19](=[NH:20])[NH2:21])[C:15]([F:18])=[CH:16][CH:17]=3)=[N:7][C:6]=2[CH:24]=1. (2) Given the reactants [C:1]1([CH:8]=[CH:7][C:5]([OH:6])=[CH:4][CH:3]=1)[OH:2].[CH2:9]1[S:13](=[O:15])(=[O:14])[O:12][CH2:11][CH2:10]1, predict the reaction product. The product is: [C:5]1([O:6][CH2:11][CH2:10][CH2:9][S:13]([OH:15])(=[O:14])=[O:12])[CH:7]=[CH:8][C:1]([O:2][CH2:11][CH2:10][CH2:9][S:13]([OH:12])(=[O:15])=[O:14])=[CH:3][CH:4]=1.